This data is from Forward reaction prediction with 1.9M reactions from USPTO patents (1976-2016). The task is: Predict the product of the given reaction. (1) Given the reactants [CH3:1][O:2][C:3]1[CH:12]=[CH:11][C:10]([N:13]2[CH:17]=[N:16][N:15]=[N:14]2)=[CH:9][C:4]=1[C:5]([O:7]C)=[O:6].[OH-].[Na+].O, predict the reaction product. The product is: [CH3:1][O:2][C:3]1[CH:12]=[CH:11][C:10]([N:13]2[CH:17]=[N:16][N:15]=[N:14]2)=[CH:9][C:4]=1[C:5]([OH:7])=[O:6]. (2) Given the reactants C(OC([N:8]1[CH2:14][CH2:13][CH2:12][N:11]([CH2:15][C:16]2[NH:27][C:26]3[C:28]4[C:22]([C:23](=[O:29])[NH:24][N:25]=3)=[CH:21][CH:20]=[CH:19][C:18]=4[N:17]=2)[CH2:10][CH2:9]1)=O)(C)(C)C.C(O)(C(F)(F)F)=O.O, predict the reaction product. The product is: [N:11]1([CH2:15][C:16]2[NH:27][C:26]3[C:28]4[C:22]([C:23](=[O:29])[NH:24][N:25]=3)=[CH:21][CH:20]=[CH:19][C:18]=4[N:17]=2)[CH2:12][CH2:13][CH2:14][NH:8][CH2:9][CH2:10]1.